Dataset: Full USPTO retrosynthesis dataset with 1.9M reactions from patents (1976-2016). Task: Predict the reactants needed to synthesize the given product. Given the product [CH3:16][C:14]1[N:13]=[C:12]([C:17]#[N:18])[CH:11]=[C:10]([O:6][CH2:5][C:4]([F:8])([F:7])[F:3])[CH:15]=1, predict the reactants needed to synthesize it. The reactants are: [H-].[Na+].[F:3][C:4]([F:8])([F:7])[CH2:5][OH:6].Cl[C:10]1[CH:15]=[C:14]([CH3:16])[N:13]=[C:12]([C:17]#[N:18])[CH:11]=1.[Cl-].[NH4+].